Predict the product of the given reaction. From a dataset of Forward reaction prediction with 1.9M reactions from USPTO patents (1976-2016). Given the reactants C[O:2][C:3](=[O:26])[CH2:4][O:5][C:6]1[C:11]([C:12]2[CH:17]=[CH:16][CH:15]=[CH:14][CH:13]=2)=[CH:10][C:9]([O:18][CH3:19])=[CH:8][C:7]=1[C:20]1[CH:25]=[CH:24][CH:23]=[CH:22][CH:21]=1.[K+].[Br-], predict the reaction product. The product is: [CH3:19][O:18][C:9]1[CH:10]=[C:11]([C:12]2[CH:17]=[CH:16][CH:15]=[CH:14][CH:13]=2)[C:6]([O:5][CH2:4][C:3]([OH:26])=[O:2])=[C:7]([C:20]2[CH:21]=[CH:22][CH:23]=[CH:24][CH:25]=2)[CH:8]=1.